Task: Predict the reaction yield, written as a fraction of the theoretical maximum amount of product (1.0 means a 100% yield; for example, 0.34 means a 34% yield).. Dataset: Reaction yield outcomes from USPTO patents with 853,638 reactions The reactants are [C:1]([C:5]1[CH:10]=[C:9]([C:11]([F:14])([F:13])[F:12])[C:8]([N+:15]([O-])=O)=[CH:7][C:6]=1[O:18]CC1C=CC=CC=1)([CH3:4])([CH3:3])[CH3:2].C([O-])=O.[NH4+]. The catalyst is CCO.[Pd]. The product is [NH2:15][C:8]1[C:9]([C:11]([F:12])([F:13])[F:14])=[CH:10][C:5]([C:1]([CH3:2])([CH3:3])[CH3:4])=[C:6]([OH:18])[CH:7]=1. The yield is 0.520.